Dataset: Peptide-MHC class II binding affinity with 134,281 pairs from IEDB. Task: Regression. Given a peptide amino acid sequence and an MHC pseudo amino acid sequence, predict their binding affinity value. This is MHC class II binding data. (1) The peptide sequence is IFYDVFFAVANGNEL. The MHC is DRB1_0405 with pseudo-sequence DRB1_0405. The binding affinity (normalized) is 0.195. (2) The peptide sequence is MASQYRPSQR. The MHC is H-2-IAu with pseudo-sequence H-2-IAu. The binding affinity (normalized) is 0.851. (3) The peptide sequence is GELQIMDKIDAAFKI. The MHC is DRB1_1101 with pseudo-sequence DRB1_1101. The binding affinity (normalized) is 0.589.